Dataset: Catalyst prediction with 721,799 reactions and 888 catalyst types from USPTO. Task: Predict which catalyst facilitates the given reaction. (1) Reactant: [F:1][C:2]1[CH:7]=[C:6]([CH3:8])[C:5]([S:9][CH2:10][C:11]([F:14])([F:13])[F:12])=[CH:4][C:3]=1[N:15]1[C:19]([CH3:20])=[CH:18][C:17]([OH:21])=[N:16]1.[F:22][C:23]([F:28])([F:27])[CH2:24][CH2:25]O.C1(P(C2C=CC=CC=2)C2C=CC=CC=2)C=CC=CC=1.N(C(N1CCCCC1)=O)=NC(N1CCCCC1)=O. Product: [F:1][C:2]1[CH:7]=[C:6]([CH3:8])[C:5]([S:9][CH2:10][C:11]([F:14])([F:12])[F:13])=[CH:4][C:3]=1[N:15]1[C:19]([CH3:20])=[CH:18][C:17]([O:21][CH2:25][CH2:24][C:23]([F:28])([F:27])[F:22])=[N:16]1. The catalyst class is: 7. (2) Reactant: [CH3:1][O:2][C:3](=[O:20])[C:4]1[CH:9]=[CH:8][C:7]([C:10](=[O:19])[C:11]2[CH:16]=[CH:15][C:14]([O:17][CH3:18])=[CH:13][CH:12]=2)=[CH:6][CH:5]=1.[Br:21]Br. Product: [CH3:1][O:2][C:3](=[O:20])[C:4]1[CH:5]=[CH:6][C:7]([C:10](=[O:19])[C:11]2[CH:16]=[CH:15][C:14]([O:17][CH3:18])=[C:13]([Br:21])[CH:12]=2)=[CH:8][CH:9]=1. The catalyst class is: 4. (3) Reactant: C[O:2][C:3](=O)/[CH:4]=[CH:5]/[C:6]1[CH:11]=[C:10]([O:12][CH3:13])[C:9]([O:14][CH3:15])=[CH:8][C:7]=1[N+:16]([O-])=O. Product: [CH3:13][O:12][C:10]1[CH:11]=[C:6]2[C:7](=[CH:8][C:9]=1[O:14][CH3:15])[NH:16][C:3](=[O:2])[CH2:4][CH2:5]2. The catalyst class is: 696.